From a dataset of Forward reaction prediction with 1.9M reactions from USPTO patents (1976-2016). Predict the product of the given reaction. (1) Given the reactants C(O)(C(F)(F)F)=O.[Cl:8][C:9]1[CH:14]=[CH:13][C:12]([CH:15]([NH:22][C:23]([C:25]2([NH:40]C(=O)OC(C)(C)C)[CH2:30][CH2:29][N:28]([C:31]3[C:32]4[CH:39]=[CH:38][NH:37][C:33]=4[N:34]=[CH:35][N:36]=3)[CH2:27][CH2:26]2)=[O:24])[CH2:16][N:17]2[CH:21]=[CH:20][CH:19]=[N:18]2)=[CH:11][CH:10]=1, predict the reaction product. The product is: [NH2:40][C:25]1([C:23]([NH:22][CH:15]([C:12]2[CH:13]=[CH:14][C:9]([Cl:8])=[CH:10][CH:11]=2)[CH2:16][N:17]2[CH:21]=[CH:20][CH:19]=[N:18]2)=[O:24])[CH2:30][CH2:29][N:28]([C:31]2[C:32]3[CH:39]=[CH:38][NH:37][C:33]=3[N:34]=[CH:35][N:36]=2)[CH2:27][CH2:26]1. (2) Given the reactants [N:1]([C:4]1[CH:5]=[C:6]2[C:11](=[CH:12][CH:13]=1)[C:10](=[O:14])[NH:9][CH2:8][CH2:7]2)=[N+:2]=[N-:3].O=[C:16]([CH2:23][CH2:24][CH3:25])[CH2:17][C:18]([O:20]CC)=[O:19].[O-]CC.[Na+], predict the reaction product. The product is: [O:14]=[C:10]1[C:11]2[C:6](=[CH:5][C:4]([N:1]3[C:16]([CH2:23][CH2:24][CH3:25])=[C:17]([C:18]([OH:20])=[O:19])[N:3]=[N:2]3)=[CH:13][CH:12]=2)[CH2:7][CH2:8][NH:9]1. (3) Given the reactants [NH2:1][C:2]1[CH:7]=[CH:6][C:5]([NH:8][C:9](=[O:15])[O:10][C:11]([CH3:14])([CH3:13])[CH3:12])=[CH:4][CH:3]=1.[CH3:16][N:17]([CH3:22])[CH2:18][C:19](O)=[O:20].Cl.C(N=C=NCCCN(C)C)C.C(=O)(O)[O-].[Na+], predict the reaction product. The product is: [CH3:16][N:17]([CH3:22])[CH2:18][C:19]([NH:1][C:2]1[CH:3]=[CH:4][C:5]([NH:8][C:9](=[O:15])[O:10][C:11]([CH3:12])([CH3:14])[CH3:13])=[CH:6][CH:7]=1)=[O:20]. (4) The product is: [CH3:8][O:7][C:5](=[O:6])[CH:4]([C:13]1[CH:18]=[CH:17][C:16]([Cl:23])=[CH:15][C:14]=1[N+:20]([O-:22])=[O:21])[C:3]([O:10][CH3:11])=[O:9]. Given the reactants [H-].[Na+].[C:3]([O:10][CH3:11])(=[O:9])[CH2:4][C:5]([O:7][CH3:8])=[O:6].Cl[C:13]1[CH:18]=[C:17](Cl)[CH:16]=[CH:15][C:14]=1[N+:20]([O-:22])=[O:21].[ClH:23].[OH-].[Na+], predict the reaction product. (5) Given the reactants [O:1]1[CH:5]=[CH:4][N:3]=[CH:2]1.Br[C:7]1[CH:12]=[CH:11][C:10]([O:13][CH3:14])=[CH:9][CH:8]=1, predict the reaction product. The product is: [CH3:14][O:13][C:10]1[CH:11]=[CH:12][C:7]([C:2]2[O:1][CH:5]=[CH:4][N:3]=2)=[CH:8][CH:9]=1. (6) Given the reactants [H-].[Na+].[CH:3](OCC)=O.C(O[C:11](=[O:20])[CH2:12][O:13][CH:14]1[CH2:19][CH2:18][CH2:17][CH2:16][O:15]1)C.C[Al](C)C.[C:25]1([CH2:31][CH2:32][C:33](=[NH:35])[NH2:34])[CH:30]=[CH:29][CH:28]=[CH:27][CH:26]=1, predict the reaction product. The product is: [C:25]1([CH2:31][CH2:32][C:33]2[NH:34][C:11](=[O:20])[C:12]([O:13][CH:14]3[CH2:19][CH2:18][CH2:17][CH2:16][O:15]3)=[CH:3][N:35]=2)[CH:30]=[CH:29][CH:28]=[CH:27][CH:26]=1. (7) Given the reactants [C:1]123C(=O)[O:10][C:8](=[O:9])[CH:2]1[CH2:3][CH:4]([CH2:7]2)[CH2:5][CH2:6]3, predict the reaction product. The product is: [CH2:8]([O:9][CH:3]1[CH:4]2[CH2:7][CH:1]([CH2:6][CH2:5]2)[CH:2]1[C:8]([OH:10])=[O:9])[CH:2]([CH3:3])[CH3:1]. (8) Given the reactants [C:1]([C:3]1[CH:8]=[CH:7][C:6]([N:9]2[C:13]([C:14]3[C:19](=[O:20])[N:18]([CH2:21][CH2:22][C:23](O)=[O:24])[C:17](=[O:26])[N:16]([C:27]4[CH:32]=[CH:31][CH:30]=[C:29]([C:33]([F:36])([F:35])[F:34])[CH:28]=4)[C:15]=3[CH3:37])=[CH:12][CH:11]=[N:10]2)=[CH:5][CH:4]=1)#[N:2].O1CCCC1.B.[Cl-].[NH4+], predict the reaction product. The product is: [OH:24][CH2:23][CH2:22][CH2:21][N:18]1[C:19](=[O:20])[C:14]([C:13]2[N:9]([C:6]3[CH:5]=[CH:4][C:3]([C:1]#[N:2])=[CH:8][CH:7]=3)[N:10]=[CH:11][CH:12]=2)=[C:15]([CH3:37])[N:16]([C:27]2[CH:32]=[CH:31][CH:30]=[C:29]([C:33]([F:35])([F:36])[F:34])[CH:28]=2)[C:17]1=[O:26].